Dataset: Full USPTO retrosynthesis dataset with 1.9M reactions from patents (1976-2016). Task: Predict the reactants needed to synthesize the given product. (1) Given the product [F:13][C:14]1[CH:15]=[C:16]([C:30]([OH:33])([CH3:32])[CH3:31])[CH:17]=[C:18]([F:29])[C:19]=1[C:2]1[N:7]=[C:6]([C:8]([O:10][CH3:11])=[O:9])[CH:5]=[CH:4][C:3]=1[F:12], predict the reactants needed to synthesize it. The reactants are: Br[C:2]1[N:7]=[C:6]([C:8]([O:10][CH3:11])=[O:9])[CH:5]=[CH:4][C:3]=1[F:12].[F:13][C:14]1[CH:15]=[C:16]([C:30]([O:33][Si](C(C)C)(C(C)C)C(C)C)([CH3:32])[CH3:31])[CH:17]=[C:18]([F:29])[C:19]=1B1OC(C)(C)C(C)(C)O1. (2) Given the product [F:19][CH:18]([F:20])[O:17][C:5]1[CH:4]=[CH:3][C:2]([C:35]2[CH:36]=[C:37]3[C:41](=[CH:42][CH:43]=2)[C:40](=[O:44])[NH:39][CH2:38]3)=[C:7]([O:8][CH2:9][C:10]([CH3:14])([CH3:13])[CH2:11][OH:12])[C:6]=1[O:15][CH3:16], predict the reactants needed to synthesize it. The reactants are: Br[C:2]1[C:7]([O:8][CH2:9][C:10]([CH3:14])([CH3:13])[CH2:11][OH:12])=[C:6]([O:15][CH3:16])[C:5]([O:17][CH:18]([F:20])[F:19])=[CH:4][CH:3]=1.C(=O)([O-])[O-].[Cs+].[Cs+].CC1(C)C(C)(C)OB([C:35]2[CH:36]=[C:37]3[C:41](=[CH:42][CH:43]=2)[C:40](=[O:44])[NH:39][CH2:38]3)O1. (3) Given the product [Cl:19][C:14]1[CH:13]=[CH:12][N:11]=[C:10]([CH3:16])[C:9]=1[CH2:8][C:4]1[CH:5]=[CH:6][CH:7]=[C:2]([F:1])[CH:3]=1, predict the reactants needed to synthesize it. The reactants are: [F:1][C:2]1[CH:3]=[C:4]([CH2:8][C:9]2[C:14](=O)[CH:13]=[CH:12][NH:11][C:10]=2[CH3:16])[CH:5]=[CH:6][CH:7]=1.P(Cl)(Cl)([Cl:19])=O. (4) Given the product [F:1][C:2]1[C:11]([F:12])=[C:10]2[C:5]([CH2:6][CH2:7][CH2:8][O:9]2)=[CH:4][C:3]=1[O:13][CH2:23][O:24][CH3:25], predict the reactants needed to synthesize it. The reactants are: [F:1][C:2]1[C:11]([F:12])=[C:10]2[C:5]([CH2:6][CH2:7][CH2:8][O:9]2)=[CH:4][C:3]=1[OH:13].C(N(C(C)C)C(C)C)C.[CH3:23][O:24][CH2:25]Cl.C(N(CC)CC)C.